This data is from Catalyst prediction with 721,799 reactions and 888 catalyst types from USPTO. The task is: Predict which catalyst facilitates the given reaction. Reactant: [NH2:1][C:2]1[CH:7]=[CH:6][CH:5]=[CH:4][C:3]=1[SH:8].[CH3:9][C:10]([CH3:17])([C:14](O)=O)[C:11](O)=O. Product: [CH3:9][C:10]([C:14]1[S:8][C:3]2[CH:4]=[CH:5][CH:6]=[CH:7][C:2]=2[N:1]=1)([C:17]1[S:8][C:3]2[CH:4]=[CH:5][CH:6]=[CH:7][C:2]=2[N:1]=1)[CH3:11]. The catalyst class is: 6.